Regression/Classification. Given a drug SMILES string, predict its absorption, distribution, metabolism, or excretion properties. Task type varies by dataset: regression for continuous measurements (e.g., permeability, clearance, half-life) or binary classification for categorical outcomes (e.g., BBB penetration, CYP inhibition). Dataset: cyp3a4_substrate_carbonmangels. From a dataset of CYP3A4 substrate classification data from Carbon-Mangels et al.. (1) The compound is C[C@@H](CCc1ccccc1)NC[C@H](O)c1ccc(O)c(C(N)=O)c1. The result is 0 (non-substrate). (2) The molecule is CC(=O)[C@H]1CC[C@H]2[C@@H]3CC=C4C[C@@H](O)CC[C@]4(C)[C@H]3CC[C@]12C. The result is 1 (substrate). (3) The drug is CN1C(C(=O)Nc2ccccn2)=C(O)c2sc(Cl)cc2S1(=O)=O. The result is 0 (non-substrate). (4) The molecule is COC(=O)[C@H](c1ccccc1Cl)N1CCc2sccc2C1. The result is 1 (substrate). (5) The compound is CO[C@H]1C=CO[C@@]2(C)Oc3c(C)c(O)c4c(c3C2=O)C2=NC3(CCN(CC(C)C)CC3)NC2=C(NC(=O)C(C)=CC=C[C@H](C)[C@H](O)[C@@H](C)[C@@H](O)[C@@H](C)[C@H](OC(C)=O)[C@@H]1C)C4=O. The result is 1 (substrate). (6) The compound is CC(C)(C#N)c1cc(Cn2cncn2)cc(C(C)(C)C#N)c1. The result is 1 (substrate). (7) The compound is C=C1C[C@@H]2[C@H](CC[C@]3(C)C(=O)CC[C@@H]23)[C@@]2(C)C=CC(=O)C=C12. The result is 1 (substrate).